Dataset: Forward reaction prediction with 1.9M reactions from USPTO patents (1976-2016). Task: Predict the product of the given reaction. Given the reactants N#N.[F:3][C:4]1([F:18])[CH:9]([OH:10])[CH2:8][CH2:7][N:6]([C:11]([O:13][C:14]([CH3:17])([CH3:16])[CH3:15])=[O:12])[CH2:5]1.CC(OI1(OC(C)=O)(OC(C)=O)OC(=O)C2C=CC=CC1=2)=O.C([O-])(O)=O.[Na+].[O-]S([O-])=O.[Na+].[Na+], predict the reaction product. The product is: [F:18][C:4]1([F:3])[C:9](=[O:10])[CH2:8][CH2:7][N:6]([C:11]([O:13][C:14]([CH3:16])([CH3:15])[CH3:17])=[O:12])[CH2:5]1.